Predict the reaction yield, written as a fraction of the theoretical maximum amount of product (1.0 means a 100% yield; for example, 0.34 means a 34% yield). From a dataset of Reaction yield outcomes from USPTO patents with 853,638 reactions. (1) The reactants are Br.[CH:2]1([CH2:8][C@@H:9]2[CH2:14][C@H:13]([C:15]3[O:19][NH:18][C:17](=[O:20])[CH:16]=3)[CH2:12][CH2:11][N:10]2C(OC)=O)[CH2:7][CH2:6][CH2:5][CH2:4][CH2:3]1. No catalyst specified. The product is [CH:2]1([CH2:8][C@@H:9]2[CH2:14][C@H:13]([C:15]3[O:19][NH:18][C:17](=[O:20])[CH:16]=3)[CH2:12][CH2:11][NH:10]2)[CH2:3][CH2:4][CH2:5][CH2:6][CH2:7]1. The yield is 0.250. (2) The yield is 0.900. The reactants are [Cl:1][C:2]1[CH:22]=[CH:21][C:5]([CH2:6][C:7]2[N:8]=[C:9]([C:15]3[CH:20]=[CH:19][N:18]=[CH:17][CH:16]=3)[S:10][C:11]=2[C:12](=[O:14])[CH3:13])=[CH:4][CH:3]=1.CO[CH:25](OC)[N:26]([CH3:28])[CH3:27]. The product is [Cl:1][C:2]1[CH:3]=[CH:4][C:5]([CH2:6][C:7]2[N:8]=[C:9]([C:15]3[CH:20]=[CH:19][N:18]=[CH:17][CH:16]=3)[S:10][C:11]=2[C:12](=[O:14])/[CH:13]=[CH:25]/[N:26]([CH3:28])[CH3:27])=[CH:21][CH:22]=1. No catalyst specified.